From a dataset of Forward reaction prediction with 1.9M reactions from USPTO patents (1976-2016). Predict the product of the given reaction. (1) Given the reactants [NH2:1][C:2](=[N:11][OH:12])[C:3](=[N:6][O:7][CH:8]([CH3:10])[CH3:9])[C:4]#[N:5].NC(=NOC(C)C)C(=N[O:19]C(C)C)C#N.OO.C(=O)([O-])[O-].[K+].[K+].S([O-])([O-])(=O)=S.[Na+].[Na+], predict the reaction product. The product is: [NH2:1][C:2](=[N:11][OH:12])[C:3](=[N:6][O:7][CH:8]([CH3:9])[CH3:10])[C:4]([NH2:5])=[O:19]. (2) Given the reactants [N+:1]([C:4]1[CH:9]=[CH:8][C:7]([C:10]([F:16])([F:15])[C:11]([F:14])([F:13])[F:12])=[CH:6][CH:5]=1)([O-])=O.FC(F)(C1C=CC(N)=CC=1OCCN1CCCC1)C(F)(F)F, predict the reaction product. The product is: [F:15][C:10]([C:7]1[CH:8]=[CH:9][C:4]([NH2:1])=[CH:5][CH:6]=1)([F:16])[C:11]([F:12])([F:14])[F:13]. (3) Given the reactants O[CH2:2][C:3]1[CH:4]=[CH:5][C:6]([CH3:9])=[N:7][CH:8]=1.O=S(Cl)[Cl:12].O, predict the reaction product. The product is: [ClH:12].[Cl:12][CH2:2][C:3]1[CH:4]=[CH:5][C:6]([CH3:9])=[N:7][CH:8]=1.